From a dataset of Full USPTO retrosynthesis dataset with 1.9M reactions from patents (1976-2016). Predict the reactants needed to synthesize the given product. Given the product [CH:12]1([CH2:11][O:1][C:2]2[CH:9]=[CH:8][C:5]([CH:6]=[O:7])=[CH:4][CH:3]=2)[CH2:14][CH2:13]1, predict the reactants needed to synthesize it. The reactants are: [OH:1][C:2]1[CH:9]=[CH:8][C:5]([CH:6]=[O:7])=[CH:4][CH:3]=1.Br[CH2:11][CH:12]1[CH2:14][CH2:13]1.C([O-])([O-])=O.[K+].[K+].